Dataset: Full USPTO retrosynthesis dataset with 1.9M reactions from patents (1976-2016). Task: Predict the reactants needed to synthesize the given product. (1) The reactants are: [N:1]([C@H:4]1[C@H:7]([C@H:8]2[CH2:12][O:11][C:10]([CH3:14])([CH3:13])[O:9]2)[N:6]([CH2:15][CH2:16][O:17][Si:18]([C:21]([CH3:24])([CH3:23])[CH3:22])([CH3:20])[CH3:19])[C:5]1=[O:25])=[N+]=[N-]. Given the product [NH2:1][C@H:4]1[C@H:7]([C@H:8]2[CH2:12][O:11][C:10]([CH3:14])([CH3:13])[O:9]2)[N:6]([CH2:15][CH2:16][O:17][Si:18]([C:21]([CH3:24])([CH3:23])[CH3:22])([CH3:20])[CH3:19])[C:5]1=[O:25], predict the reactants needed to synthesize it. (2) Given the product [CH3:12][O:13][C:14]1[CH:19]=[CH:18][C:17]([C:2]2[C:10]3[C:6](=[CH:7][N:8]([CH3:11])[N:9]=3)[CH:5]=[CH:4][CH:3]=2)=[C:16]([CH3:23])[CH:15]=1, predict the reactants needed to synthesize it. The reactants are: Br[C:2]1[C:10]2[C:6](=[CH:7][N:8]([CH3:11])[N:9]=2)[CH:5]=[CH:4][CH:3]=1.[CH3:12][O:13][C:14]1[CH:19]=[CH:18][C:17](B(O)O)=[C:16]([CH3:23])[CH:15]=1.C(=O)([O-])[O-].[Na+].[Na+].